Dataset: Retrosynthesis with 50K atom-mapped reactions and 10 reaction types from USPTO. Task: Predict the reactants needed to synthesize the given product. The reactants are: C=CCC(=O)O.C=C[C@@H]1CCC[C@H](c2ccc(F)cc2)N1. Given the product C=CCC(=O)N1[C@H](C=C)CCC[C@@H]1c1ccc(F)cc1, predict the reactants needed to synthesize it.